Dataset: Catalyst prediction with 721,799 reactions and 888 catalyst types from USPTO. Task: Predict which catalyst facilitates the given reaction. (1) Reactant: [OH:1][CH:2]([CH2:9][CH2:10][CH3:11])[CH2:3][C:4]([O:6][CH2:7][CH3:8])=[O:5].N1C=CN=C1.[Si:17](Cl)([C:20]([CH3:23])([CH3:22])[CH3:21])([CH3:19])[CH3:18]. Product: [Si:17]([O:1][CH:2]([CH2:9][CH2:10][CH3:11])[CH2:3][C:4]([O:6][CH2:7][CH3:8])=[O:5])([C:20]([CH3:23])([CH3:22])[CH3:21])([CH3:19])[CH3:18]. The catalyst class is: 215. (2) Reactant: [CH3:1][O:2][C:3](=[O:18])[CH2:4][C:5]1[C:14]([CH3:15])=[C:13]([OH:16])[C:12]2[C:7](=[CH:8][CH:9]=[C:10]([F:17])[CH:11]=2)[CH:6]=1.N1C=CC=CC=1.[F:25][C:26]([F:39])([F:38])[S:27](O[S:27]([C:26]([F:39])([F:38])[F:25])(=[O:29])=[O:28])(=[O:29])=[O:28]. Product: [CH3:1][O:2][C:3](=[O:18])[CH2:4][C:5]1[C:14]([CH3:15])=[C:13]([O:16][S:27]([C:26]([F:39])([F:38])[F:25])(=[O:29])=[O:28])[C:12]2[C:7](=[CH:8][CH:9]=[C:10]([F:17])[CH:11]=2)[CH:6]=1. The catalyst class is: 2. (3) Reactant: [N:1]1([C:7]2[N:12]=[CH:11][C:10]([NH:13][C:14]([C:16]3[S:20][C:19]4[CH:21]=[CH:22][CH:23]=[C:24]([Cl:25])[C:18]=4[CH:17]=3)=[O:15])=[CH:9][CH:8]=2)[CH2:6][CH2:5][NH:4][CH2:3][CH2:2]1.[CH3:26][C:27]1([CH3:34])[CH2:32][C:31](=[O:33])[O:30][C:28]1=[O:29]. Product: [Cl:25][C:24]1[C:18]2[CH:17]=[C:16]([C:14]([NH:13][C:10]3[CH:9]=[CH:8][C:7]([N:1]4[CH2:6][CH2:5][N:4]([C:31](=[O:33])[CH2:32][C:27]([CH3:34])([CH3:26])[C:28]([OH:30])=[O:29])[CH2:3][CH2:2]4)=[N:12][CH:11]=3)=[O:15])[S:20][C:19]=2[CH:21]=[CH:22][CH:23]=1. The catalyst class is: 2. (4) Reactant: [C:1]([C:3]1[CH:4]=[N:5][C:6]2[C:11]([CH:12]=1)=[CH:10][CH:9]=[C:8]([O:13]C)[CH:7]=2)#[N:2].[Cl-].[Cl-].[Cl-].[Al+3]. Product: [C:1]([C:3]1[CH:4]=[N:5][C:6]2[C:11]([CH:12]=1)=[CH:10][CH:9]=[C:8]([OH:13])[CH:7]=2)#[N:2]. The catalyst class is: 48. (5) Reactant: [CH2:1]([N:5]1[C:13](=[O:14])[C:12]2[N:11]([CH2:15][CH:16]=[CH2:17])[C:10]([C:18]([NH2:20])=O)=[N:9][C:8]=2[N:7]([CH2:21][CH2:22][CH2:23][CH3:24])[C:6]1=[O:25])[CH2:2][CH2:3][CH3:4].O=P(Cl)(Cl)Cl. Product: [CH2:1]([N:5]1[C:13](=[O:14])[C:12]2[N:11]([CH2:15][CH:16]=[CH2:17])[C:10]([C:18]#[N:20])=[N:9][C:8]=2[N:7]([CH2:21][CH2:22][CH2:23][CH3:24])[C:6]1=[O:25])[CH2:2][CH2:3][CH3:4]. The catalyst class is: 3. (6) Reactant: FC(F)(F)C(O)=O.[CH3:8][O:9][C:10]1[CH:11]=[C:12]([C:18]2[N:23]=[CH:22][C:21](/[CH:24]=[CH:25]/[C:26]([OH:28])=O)=[CH:20][CH:19]=2)[CH:13]=[CH:14][C:15]=1[O:16][CH3:17].[NH2:29][C:30]1[CH:35]=[C:34]([C:36]2[S:37][CH:38]=[CH:39][CH:40]=2)[CH:33]=[CH:32][C:31]=1[NH:41][C:42](=[O:48])[O:43][C:44]([CH3:47])([CH3:46])[CH3:45].CN([P+](ON1N=NC2C=CC=CC1=2)(N(C)C)N(C)C)C.F[P-](F)(F)(F)(F)F. Product: [CH3:8][O:9][C:10]1[CH:11]=[C:12]([C:18]2[N:23]=[CH:22][C:21](/[CH:24]=[CH:25]/[C:26]([NH:29][C:30]3[CH:35]=[C:34]([C:36]4[S:37][CH:38]=[CH:39][CH:40]=4)[CH:33]=[CH:32][C:31]=3[NH:41][C:42](=[O:48])[O:43][C:44]([CH3:46])([CH3:45])[CH3:47])=[O:28])=[CH:20][CH:19]=2)[CH:13]=[CH:14][C:15]=1[O:16][CH3:17]. The catalyst class is: 17. (7) Reactant: [Br:1][C:2]1[CH:3]=[C:4]2[C:9](=[CH:10][C:11]=1[O:12][CH:13]([CH3:15])[CH3:14])[O:8][C:7]([CH3:17])([CH3:16])[CH2:6][C:5]2=[O:18].S(Cl)([Cl:22])(=O)=O. Product: [Br:1][C:2]1[CH:3]=[C:4]2[C:9](=[C:10]([Cl:22])[C:11]=1[O:12][CH:13]([CH3:14])[CH3:15])[O:8][C:7]([CH3:16])([CH3:17])[CH2:6][C:5]2=[O:18]. The catalyst class is: 4.